This data is from Reaction yield outcomes from USPTO patents with 853,638 reactions. The task is: Predict the reaction yield, written as a fraction of the theoretical maximum amount of product (1.0 means a 100% yield; for example, 0.34 means a 34% yield). (1) The reactants are [NH2:1][C:2]1[S:3][C:4]2[CH:10]=[C:9]([N+:11]([O-])=O)[CH:8]=[CH:7][C:5]=2[N:6]=1.[H][H]. The catalyst is CO.[Pd]. The product is [NH2:1][C:2]1[S:3][C:4]2[CH:10]=[C:9]([NH2:11])[CH:8]=[CH:7][C:5]=2[N:6]=1. The yield is 0.990. (2) The reactants are [CH3:1][CH:2]([CH3:18])[C:3]([NH:5][C:6]1[CH:11]=[CH:10][CH:9]=[C:8]([CH:12]2[CH2:17][CH2:16][NH:15][CH2:14][CH2:13]2)[CH:7]=1)=[O:4].Cl[CH2:20][CH2:21][CH2:22][C:23]([C:25]1[CH:30]=[CH:29][C:28]([CH3:31])=[C:27]([CH3:32])[CH:26]=1)=[O:24].C([O-])([O-])=O.[K+].[K+].[Na+].[I-]. The catalyst is CN(C=O)C. The product is [CH3:32][C:27]1[CH:26]=[C:25]([C:23](=[O:24])[CH2:22][CH2:21][CH2:20][N:15]2[CH2:16][CH2:17][CH:12]([C:8]3[CH:7]=[C:6]([NH:5][C:3](=[O:4])[CH:2]([CH3:18])[CH3:1])[CH:11]=[CH:10][CH:9]=3)[CH2:13][CH2:14]2)[CH:30]=[CH:29][C:28]=1[CH3:31]. The yield is 0.800.